This data is from Full USPTO retrosynthesis dataset with 1.9M reactions from patents (1976-2016). The task is: Predict the reactants needed to synthesize the given product. Given the product [F:25][C:18]1[CH:19]=[C:20]([F:24])[C:21]([F:23])=[CH:22][C:17]=1[C@@H:9]1[CH2:8][C@@H:7]([C:5]2[O:4][NH:3][C:2](=[O:1])[CH:6]=2)[CH2:12][CH2:11][NH:10]1, predict the reactants needed to synthesize it. The reactants are: [O:1]=[C:2]1[CH:6]=[C:5]([C@H:7]2[CH2:12][CH2:11][N:10](C(OC)=O)[C@H:9]([C:17]3[CH:22]=[C:21]([F:23])[C:20]([F:24])=[CH:19][C:18]=3[F:25])[CH2:8]2)[O:4][NH:3]1.Br.